Dataset: Catalyst prediction with 721,799 reactions and 888 catalyst types from USPTO. Task: Predict which catalyst facilitates the given reaction. (1) Reactant: [Cl:1][C:2]1[CH:3]=[C:4]([CH:9]([NH:11][C:12]2[CH:17]=[C:16](F)[CH:15]=[CH:14][C:13]=2[N+:19]([O-:21])=[O:20])[CH3:10])[CH:5]=[C:6]([Cl:8])[CH:7]=1.[NH:22]1[CH2:27][CH2:26][NH:25][CH2:24][CH2:23]1.C(N(CC)C(C)C)(C)C. Product: [Cl:1][C:2]1[CH:3]=[C:4]([CH:9]([NH:11][C:12]2[CH:17]=[C:16]([N:22]3[CH2:27][CH2:26][NH:25][CH2:24][CH2:23]3)[CH:15]=[CH:14][C:13]=2[N+:19]([O-:21])=[O:20])[CH3:10])[CH:5]=[C:6]([Cl:8])[CH:7]=1. The catalyst class is: 10. (2) Reactant: [CH2:1]([O:3][C:4]1[CH:5]=[C:6]([O:16][C:17]2[CH:18]=[N:19][C:20]([S:23]([CH3:26])(=[O:25])=[O:24])=[CH:21][CH:22]=2)[CH:7]=[C:8]2[C:12]=1[NH:11][C:10]([C:13]([OH:15])=O)=[CH:9]2)[CH3:2].[NH4+].O[N:29]1C2C=CC=CC=2N=N1.Cl.C(N=C=NCCCN(C)C)C. The catalyst class is: 9. Product: [CH2:1]([O:3][C:4]1[CH:5]=[C:6]([O:16][C:17]2[CH:18]=[N:19][C:20]([S:23]([CH3:26])(=[O:24])=[O:25])=[CH:21][CH:22]=2)[CH:7]=[C:8]2[C:12]=1[NH:11][C:10]([C:13]([NH2:29])=[O:15])=[CH:9]2)[CH3:2].